From a dataset of Reaction yield outcomes from USPTO patents with 853,638 reactions. Predict the reaction yield, written as a fraction of the theoretical maximum amount of product (1.0 means a 100% yield; for example, 0.34 means a 34% yield). (1) The reactants are [Br:1][C:2]1[CH:10]=[CH:9][C:5]([C:6](O)=[O:7])=[C:4]([CH2:11][CH3:12])[CH:3]=1.O=S(Cl)[Cl:15]. No catalyst specified. The product is [Br:1][C:2]1[CH:10]=[CH:9][C:5]([C:6]([Cl:15])=[O:7])=[C:4]([CH2:11][CH3:12])[CH:3]=1. The yield is 0.960. (2) The reactants are [ClH:1].O1CCOCC1.OC(C(F)(F)F)=O.[N:15]1([C:21]([N:23]2[CH2:28][CH2:27][N:26](C(OC(C)(C)C)=O)[CH2:25][CH:24]2[CH2:36][O:37][C:38]2[CH:39]=[N:40][CH:41]=[CH:42][CH:43]=2)=[O:22])[CH2:20][CH2:19][O:18][CH2:17][CH2:16]1. The catalyst is CO. The product is [ClH:1].[ClH:1].[O:18]1[CH2:19][CH2:20][N:15]([C:21]([N:23]2[CH2:28][CH2:27][NH:26][CH2:25][CH:24]2[CH2:36][O:37][C:38]2[CH:39]=[N:40][CH:41]=[CH:42][CH:43]=2)=[O:22])[CH2:16][CH2:17]1. The yield is 0.990. (3) The reactants are [C:1]([C:3]1[CH:4]=[N:5][C:6]([NH:21][CH2:22][C:23]2[CH:28]=[CH:27][C:26](B3OC(C)(C)C(C)(C)O3)=[CH:25][CH:24]=2)=[C:7]([CH:20]=1)[C:8]([NH:10][C@H:11]([C:13]1[CH:18]=[CH:17][C:16]([F:19])=[CH:15][CH:14]=1)[CH3:12])=[O:9])#[N:2].[NH2:38][C:39]1[N:47]=[CH:46][C:45](Br)=[CH:44][C:40]=1[C:41]([NH2:43])=[O:42].C([O-])([O-])=O.[K+].[K+]. The catalyst is O1CCOCC1.O. The product is [NH2:38][C:39]1[N:47]=[CH:46][C:45]([C:26]2[CH:27]=[CH:28][C:23]([CH2:22][NH:21][C:6]3[N:5]=[CH:4][C:3]([C:1]#[N:2])=[CH:20][C:7]=3[C:8]([NH:10][C@H:11]([C:13]3[CH:18]=[CH:17][C:16]([F:19])=[CH:15][CH:14]=3)[CH3:12])=[O:9])=[CH:24][CH:25]=2)=[CH:44][C:40]=1[C:41](=[O:42])[NH2:43]. The yield is 0.530. (4) The reactants are C(Cl)(=O)C(Cl)=O.[Cl:7][C:8]1[CH:13]=[CH:12][CH:11]=[CH:10][C:9]=1[N:14]1[C:18]([C:19]2[N:20]=[C:21]3[C:27]4[CH:28]=[C:29]([C:32](O)=[O:33])[CH:30]=[CH:31][C:26]=4[O:25][CH2:24][CH2:23][N:22]3[CH:35]=2)=[N:17][CH:16]=[N:15]1.C[N:37](C)C=O.CN(C)C(=O)C. The catalyst is C(Cl)Cl.N. The product is [Cl:7][C:8]1[CH:13]=[CH:12][CH:11]=[CH:10][C:9]=1[N:14]1[C:18]([C:19]2[N:20]=[C:21]3[C:27]4[CH:28]=[C:29]([C:32]([NH2:37])=[O:33])[CH:30]=[CH:31][C:26]=4[O:25][CH2:24][CH2:23][N:22]3[CH:35]=2)=[N:17][CH:16]=[N:15]1. The yield is 0.260. (5) The reactants are Br[CH2:2][CH2:3][CH2:4][OH:5].[Cl:6][C:7]1[CH:12]=[C:11]([O:13][CH2:14][CH:15]=[C:16]([Cl:18])[Cl:17])[CH:10]=[C:9]([Cl:19])[C:8]=1[OH:20].[OH-].[Na+].S(=O)(=O)(O)O. The catalyst is [Br-].C([N+](CCCC)(CCCC)CCCC)CCC.O.C1(C)C=CC=CC=1. The product is [Cl:6][C:7]1[CH:12]=[C:11]([O:13][CH2:14][CH:15]=[C:16]([Cl:18])[Cl:17])[CH:10]=[C:9]([Cl:19])[C:8]=1[O:20][CH2:2][CH2:3][CH2:4][OH:5]. The yield is 0.930. (6) The reactants are [CH2:1](I)[CH3:2].[Cl:4][C:5]1[CH:6]=[C:7]([N:22]2[CH:26]=[N:25][C:24]([C:27]([N:29]([OH:44])[CH2:30][C:31]3[CH:36]=[CH:35][C:34]([O:37][C:38]4[CH:43]=[CH:42][CH:41]=[CH:40][CH:39]=4)=[CH:33][CH:32]=3)=[O:28])=[N:23]2)[CH:8]=[C:9]([Cl:21])[C:10]=1[O:11]CC1C=CC(OC)=CC=1.C[Si](C)(C)[N-][Si](C)(C)C.[Na+].O. The catalyst is C1COCC1.CN(C=O)C. The product is [Cl:4][C:5]1[CH:6]=[C:7]([N:22]2[CH:26]=[N:25][C:24]([C:27]([N:29]([O:44][CH2:1][CH3:2])[CH2:30][C:31]3[CH:32]=[CH:33][C:34]([O:37][C:38]4[CH:39]=[CH:40][CH:41]=[CH:42][CH:43]=4)=[CH:35][CH:36]=3)=[O:28])=[N:23]2)[CH:8]=[C:9]([Cl:21])[C:10]=1[OH:11]. The yield is 0.416. (7) The reactants are [OH:1][C:2]1[C:7]([CH2:8][NH:9][C:10]2[CH:23]=[CH:22][C:13]3[C@H:14]([CH2:17][C:18]([O:20][CH3:21])=[O:19])[CH2:15][O:16][C:12]=3[CH:11]=2)=[CH:6][CH:5]=[CH:4][C:3]=1[C:24]1[C:29]([CH3:30])=[CH:28][CH:27]=[CH:26][C:25]=1[CH3:31].CO.[CH2:34](P(CCCC)CCCC)CCC.N(C(N1CCCCC1)=O)=NC(N1CCCCC1)=O. The catalyst is O1CCCC1.CCCCCC. The product is [CH3:34][O:1][C:2]1[C:7]([CH2:8][NH:9][C:10]2[CH:23]=[CH:22][C:13]3[C@H:14]([CH2:17][C:18]([O:20][CH3:21])=[O:19])[CH2:15][O:16][C:12]=3[CH:11]=2)=[CH:6][CH:5]=[CH:4][C:3]=1[C:24]1[C:29]([CH3:30])=[CH:28][CH:27]=[CH:26][C:25]=1[CH3:31]. The yield is 0.920. (8) The reactants are [Cl:1][C:2]1[CH:3]=[CH:4][C:5]([NH:8][C:9](=[O:25])[C:10]2[CH:15]=[C:14]([F:16])[CH:13]=[CH:12][C:11]=2[NH:17][CH2:18][CH:19]2[CH2:24][CH2:23][NH:22][CH2:21][CH2:20]2)=[N:6][CH:7]=1.Cl.Cl[C:28]1[CH:33]=[CH:32][N:31]=[CH:30][CH:29]=1.C(N(CC)CC)C. The catalyst is C(O)C. The product is [Cl:1][C:2]1[CH:3]=[CH:4][C:5]([NH:8][C:9](=[O:25])[C:10]2[CH:15]=[C:14]([F:16])[CH:13]=[CH:12][C:11]=2[NH:17][CH2:18][CH:19]2[CH2:20][CH2:21][N:22]([C:28]3[CH:33]=[CH:32][N:31]=[CH:30][CH:29]=3)[CH2:23][CH2:24]2)=[N:6][CH:7]=1. The yield is 0.240.